This data is from Forward reaction prediction with 1.9M reactions from USPTO patents (1976-2016). The task is: Predict the product of the given reaction. Given the reactants [CH2:1]([O:8][C:9](=[O:36])[NH:10][CH2:11][CH2:12][CH2:13][CH2:14][C@H:15]([NH:27][C:28]([C@@H:30]1[CH2:35][CH2:34][CH2:33][NH:32][CH2:31]1)=[O:29])[C:16]([C:18]1[S:19][C:20]2[CH:26]=[CH:25][CH:24]=[CH:23][C:21]=2[N:22]=1)=[O:17])[C:2]1[CH:7]=[CH:6][CH:5]=[CH:4][CH:3]=1.Cl.[C:38]1([CH2:44][CH2:45][C:46](Cl)=[O:47])[CH:43]=[CH:42][CH:41]=[CH:40][CH:39]=1, predict the reaction product. The product is: [CH2:1]([O:8][C:9](=[O:36])[NH:10][CH2:11][CH2:12][CH2:13][CH2:14][CH:15]([NH:27][C:28]([C@@H:30]1[CH2:35][CH2:34][CH2:33][N:32]([C:46](=[O:47])[CH2:45][CH2:44][C:38]2[CH:43]=[CH:42][CH:41]=[CH:40][CH:39]=2)[CH2:31]1)=[O:29])[C:16]([C:18]1[S:19][C:20]2[CH:26]=[CH:25][CH:24]=[CH:23][C:21]=2[N:22]=1)=[O:17])[C:2]1[CH:3]=[CH:4][CH:5]=[CH:6][CH:7]=1.